Predict the reaction yield, written as a fraction of the theoretical maximum amount of product (1.0 means a 100% yield; for example, 0.34 means a 34% yield). From a dataset of Reaction yield outcomes from USPTO patents with 853,638 reactions. (1) The reactants are [Cl:1][C:2]1[CH:3]=[C:4]([O:26][CH:27]([CH3:29])[CH3:28])[C:5]2[CH2:16][CH:15]=[CH:14][CH2:13][CH2:12][C:11]3[CH:17]=[C:18]([CH3:23])[N:19]=[C:20]([O:21]C)[C:10]=3[CH2:9][NH:8][C:7](=[O:24])[C:6]=2[CH:25]=1.Cl. The catalyst is O1CCOCC1.CO. The product is [Cl:1][C:2]1[CH:3]=[C:4]([O:26][CH:27]([CH3:29])[CH3:28])[C:5]2[CH2:16][CH:15]=[CH:14][CH2:13][CH2:12][C:11]3[CH:17]=[C:18]([CH3:23])[NH:19][C:20](=[O:21])[C:10]=3[CH2:9][NH:8][C:7](=[O:24])[C:6]=2[CH:25]=1. The yield is 0.880. (2) The reactants are [CH3:1][S:2]([C:5]1[CH:10]=[CH:9][C:8]([CH:11]([CH2:16][CH:17]2[CH2:22][CH2:21][O:20][CH2:19][CH2:18]2)[C:12](=[O:15])[CH:13]=[CH2:14])=[CH:7][CH:6]=1)(=[O:4])=[O:3].[Br:23][C:24]1[CH:25]=[CH:26][C:27]([CH:30]=[O:31])=[N:28][CH:29]=1.C(N(CC)CC)C. The catalyst is C(O)C.[Cl-].C([N+]1C(C)=C(CCO)SC=1)C1C=CC=CC=1.C(OCC)(=O)C. The product is [Br:23][C:24]1[CH:25]=[CH:26][C:27]([C:30](=[O:31])[CH2:14][CH2:13][C:12](=[O:15])[CH:11]([C:8]2[CH:7]=[CH:6][C:5]([S:2]([CH3:1])(=[O:4])=[O:3])=[CH:10][CH:9]=2)[CH2:16][CH:17]2[CH2:22][CH2:21][O:20][CH2:19][CH2:18]2)=[N:28][CH:29]=1. The yield is 0.820. (3) The reactants are [F:1][C:2]1[CH:3]=[CH:4][C:5]([CH3:19])=[C:6]([C:8]2[CH:17]=[C:16]3[C:11]([CH:12]=[C:13]([NH2:18])[N:14]=[CH:15]3)=[CH:10][CH:9]=2)[CH:7]=1.[C:20](Cl)(=[O:22])[CH3:21].O. The catalyst is N1C=CC=CC=1. The product is [F:1][C:2]1[CH:3]=[CH:4][C:5]([CH3:19])=[C:6]([C:8]2[CH:17]=[C:16]3[C:11]([CH:12]=[C:13]([NH:18][C:20](=[O:22])[CH3:21])[N:14]=[CH:15]3)=[CH:10][CH:9]=2)[CH:7]=1. The yield is 0.152. (4) The reactants are [CH3:1][C:2]1[C:10]2[C:5](=[CH:6][CH:7]=[CH:8][C:9]=2Br)[NH:4][CH:3]=1.[B:12]1([B:12]2[O:16][C:15]([CH3:18])([CH3:17])[C:14]([CH3:20])([CH3:19])[O:13]2)[O:16][C:15]([CH3:18])([CH3:17])[C:14]([CH3:20])([CH3:19])[O:13]1.CC([O-])=O.[K+]. The catalyst is CN(C=O)C.C1C=CC(P(C2C=CC=CC=2)[C-]2C=CC=C2)=CC=1.C1C=CC(P(C2C=CC=CC=2)[C-]2C=CC=C2)=CC=1.Cl[Pd]Cl.[Fe+2]. The product is [CH3:1][C:2]1[C:10]2[C:5](=[CH:6][CH:7]=[CH:8][C:9]=2[B:12]2[O:16][C:15]([CH3:18])([CH3:17])[C:14]([CH3:20])([CH3:19])[O:13]2)[NH:4][CH:3]=1. The yield is 0.720. (5) The reactants are [Cl:1][C:2]1[CH:10]=[CH:9][C:5]([CH2:6][C:7]#[N:8])=[CH:4][CH:3]=1.[C:11]([O:15][C:16](=[O:24])[N:17]([CH2:21][CH2:22]Cl)[CH2:18][CH2:19]Cl)([CH3:14])([CH3:13])[CH3:12].[H-].[Na+]. The catalyst is CN(C)C=O. The product is [C:11]([O:15][C:16]([N:17]1[CH2:21][CH2:22][C:6]([C:5]2[CH:9]=[CH:10][C:2]([Cl:1])=[CH:3][CH:4]=2)([C:7]#[N:8])[CH2:19][CH2:18]1)=[O:24])([CH3:14])([CH3:13])[CH3:12]. The yield is 0.540. (6) The reactants are C1(C[O:8][C:9]2[CH:10]=[C:11]3[C:15](=[CH:16][CH:17]=2)[N:14]([CH2:18][C:19]([F:22])([F:21])[F:20])[C:13]([C:23]([O:25][CH2:26][CH3:27])=[O:24])=[CH:12]3)C=CC=CC=1. The catalyst is [Pd]. The product is [OH:8][C:9]1[CH:10]=[C:11]2[C:15](=[CH:16][CH:17]=1)[N:14]([CH2:18][C:19]([F:22])([F:20])[F:21])[C:13]([C:23]([O:25][CH2:26][CH3:27])=[O:24])=[CH:12]2. The yield is 0.890. (7) The reactants are [CH3:1][C:2]1[C:3](=[O:8])[O:4][C:5](=[O:7])[CH:6]=1.[Br:9]Br. No catalyst specified. The product is [Br:9][C:6]1[C:5](=[O:7])[O:4][C:3](=[O:8])[C:2]=1[CH3:1]. The yield is 0.730.